From a dataset of Reaction yield outcomes from USPTO patents with 853,638 reactions. Predict the reaction yield, written as a fraction of the theoretical maximum amount of product (1.0 means a 100% yield; for example, 0.34 means a 34% yield). The reactants are [CH2:1]([C@@H:3]1[N:12]([C:13](=[O:22])[C:14]2[CH:19]=[CH:18][C:17]([O:20]C)=[CH:16][CH:15]=2)[C:11]2[C:6](=[CH:7][CH:8]=[C:9]([F:23])[CH:10]=2)[N:5]([CH3:24])[C:4]1=[O:25])[CH3:2].C([C@H]1N(C(=O)C2C=CC(O)=CC=2)C2C(=CC(F)=CC=2)N(C)C1=O)C. No catalyst specified. The product is [CH2:1]([C@@H:3]1[N:12]([C:13](=[O:22])[C:14]2[CH:19]=[CH:18][C:17]([OH:20])=[CH:16][CH:15]=2)[C:11]2[C:6](=[CH:7][CH:8]=[C:9]([F:23])[CH:10]=2)[N:5]([CH3:24])[C:4]1=[O:25])[CH3:2]. The yield is 0.870.